This data is from Catalyst prediction with 721,799 reactions and 888 catalyst types from USPTO. The task is: Predict which catalyst facilitates the given reaction. (1) Reactant: [C:1]([O:5][C:6](=[O:36])[CH2:7][O:8][C:9]1[C:14]2[CH2:15][CH2:16][CH2:17][CH2:18][CH:19]([NH:20][S:21]([C:24]3[CH:29]=[CH:28][C:27]([C:30]4[CH:35]=[CH:34][CH:33]=[CH:32][CH:31]=4)=[CH:26][CH:25]=3)(=[O:23])=[O:22])[C:13]=2[CH:12]=[CH:11][CH:10]=1)([CH3:4])([CH3:3])[CH3:2].CI.[C:39]([O-])([O-])=O.[K+].[K+]. Product: [C:1]([O:5][C:6](=[O:36])[CH2:7][O:8][C:9]1[C:14]2[CH2:15][CH2:16][CH2:17][CH2:18][CH:19]([N:20]([S:21]([C:24]3[CH:29]=[CH:28][C:27]([C:30]4[CH:35]=[CH:34][CH:33]=[CH:32][CH:31]=4)=[CH:26][CH:25]=3)(=[O:23])=[O:22])[CH3:39])[C:13]=2[CH:12]=[CH:11][CH:10]=1)([CH3:4])([CH3:2])[CH3:3]. The catalyst class is: 3. (2) The catalyst class is: 531. Reactant: [Cl:1][C:2]1[CH:7]=[CH:6][CH:5]=[C:4]([Cl:8])[C:3]=1[C:9](Cl)=[N:10][OH:11].[Cl:13][CH:14]([Cl:26])[C:15]([NH:17][C:18]1[CH:23]=[CH:22][CH:21]=[C:20]([C:24]#[CH:25])[CH:19]=1)=[O:16]. Product: [Cl:13][CH:14]([Cl:26])[C:15]([NH:17][C:18]1[CH:23]=[CH:22][CH:21]=[C:20]([C:24]2[O:11][N:10]=[C:9]([C:3]3[C:2]([Cl:1])=[CH:7][CH:6]=[CH:5][C:4]=3[Cl:8])[CH:25]=2)[CH:19]=1)=[O:16]. (3) Reactant: ClC1C=CC([C@@H:8]2[C@@H:13]([C@@H:14]([O:16][C:17]3[CH:22]=[CH:21][C:20](Cl)=[C:19](Cl)[CH:18]=3)[CH3:15])[CH2:12][CH2:11][N:10]([C:25]([CH:27]3[CH2:32][CH2:31][N:30]([C:33]4[CH:38]=[CH:37][C:36]([C:39]#[N:40])=[CH:35][N:34]=4)[CH2:29][CH2:28]3)=[O:26])[CH2:9]2)=CC=1.[NH:41]1CCCC[CH2:42]1.C(N1CC[C@H]([C@H]([OH:62])C)[C@@H]([C:63]2[CH:68]=[CH:67][C:66]([Cl:69])=[CH:65][CH:64]=2)C1)C1C=CC=CC=1.C(C1C=CC(O)=CC=1)#N.ClC(OC(Cl)=O)C.CCN(C(C)C)C(C)C. Product: [C:39]([C:36]1[CH:37]=[CH:38][C:33]([N:30]2[CH2:31][CH2:32][CH:27]([C:25]([OH:26])=[O:62])[CH2:28][CH2:29]2)=[N:34][CH:35]=1)#[N:40].[Cl:69][C:66]1[CH:67]=[CH:68][C:63]([C@@H:8]2[C@@H:13]([C@@H:14]([O:16][C:17]3[CH:18]=[CH:19][C:20]([C:42]#[N:41])=[CH:21][CH:22]=3)[CH3:15])[CH2:12][CH2:11][N:10]([C:25]([CH:27]3[CH2:28][CH2:29][N:30]([C:33]4[CH:38]=[CH:37][C:36]([C:39]#[N:40])=[CH:35][N:34]=4)[CH2:31][CH2:32]3)=[O:26])[CH2:9]2)=[CH:64][CH:65]=1. The catalyst class is: 5. (4) Reactant: [ClH:1].Cl.[C:3]([C@@:5]1([CH:28]2[CH2:30][CH2:29]2)[CH2:9][CH2:8][N:7]([C:10]2[CH:15]=[CH:14][N:13]=[C:12]([NH:16][C:17]3[CH:25]=[C:24]([CH3:26])[C:20]([C:21](O)=[O:22])=[CH:19][N:18]=3)[CH:11]=2)[C:6]1=[O:27])#[N:4].[NH2:31][CH:32]1[CH2:36][CH2:35][N:34](C(OC(C)(C)C)=O)[CH2:33]1.C(N(C(C)C)CC)(C)C.CN(C(ON1N=NC2C=CC=NC1=2)=[N+](C)C)C.F[P-](F)(F)(F)(F)F.C(=O)([O-])O.[Na+]. Product: [ClH:1].[C:3]([C@@:5]1([CH:28]2[CH2:30][CH2:29]2)[CH2:9][CH2:8][N:7]([C:10]2[CH:15]=[CH:14][N:13]=[C:12]([NH:16][C:17]3[CH:25]=[C:24]([CH3:26])[C:20]([C:21]([NH:31][CH:32]4[CH2:36][CH2:35][NH:34][CH2:33]4)=[O:22])=[CH:19][N:18]=3)[CH:11]=2)[C:6]1=[O:27])#[N:4]. The catalyst class is: 80.